From a dataset of Forward reaction prediction with 1.9M reactions from USPTO patents (1976-2016). Predict the product of the given reaction. (1) Given the reactants [F:1][C:2]([F:24])([F:23])[C:3]([CH3:22])([OH:21])[CH2:4][CH2:5][C:6]1[O:10][N:9]=[C:8]([C:11]2[CH:16]=[CH:15][C:14]([CH3:17])=[C:13]([N+:18]([O-])=O)[CH:12]=2)[N:7]=1.[Cl-].[NH4+], predict the reaction product. The product is: [NH2:18][C:13]1[CH:12]=[C:11]([C:8]2[N:7]=[C:6]([CH2:5][CH2:4][C:3]([CH3:22])([OH:21])[C:2]([F:24])([F:23])[F:1])[O:10][N:9]=2)[CH:16]=[CH:15][C:14]=1[CH3:17]. (2) Given the reactants [C:1]([C:3]1[CH:4]=[CH:5][C:6]2[O:12][CH2:11][CH2:10][N:9]([C:13]([O:15][C:16]([CH3:19])([CH3:18])[CH3:17])=[O:14])[CH2:8][C:7]=2[CH:20]=1)#[N:2].Cl.[NH2:22][OH:23].C(=O)(O)[O-].[Na+], predict the reaction product. The product is: [OH:23][NH:22][C:1](=[NH:2])[C:3]1[CH:4]=[CH:5][C:6]2[O:12][CH2:11][CH2:10][N:9]([C:13]([O:15][C:16]([CH3:17])([CH3:18])[CH3:19])=[O:14])[CH2:8][C:7]=2[CH:20]=1. (3) The product is: [CH2:1]([C:3]1[N:4]=[C:5]([NH2:9])[S:6][C:7]=1[C:18]#[C:17][Si:19]([CH3:22])([CH3:21])[CH3:20])[CH3:2]. Given the reactants [CH2:1]([C:3]1[N:4]=[C:5]([NH2:9])[S:6][C:7]=1I)[CH3:2].C(N(CC)CC)C.[C:17]([Si:19]([CH3:22])([CH3:21])[CH3:20])#[CH:18].[NH4+].[Cl-], predict the reaction product. (4) Given the reactants C(OC(=O)[NH:7][C:8]1[CH:19]=[C:18]([Cl:20])[C:11]2[C:12]([CH:15]3[CH2:17][CH2:16]3)=[N:13][O:14][C:10]=2[CH:9]=1)(C)(C)C.C(O)(C(F)(F)F)=O, predict the reaction product. The product is: [NH2:7][C:8]1[CH:19]=[C:18]([Cl:20])[C:11]2[C:12]([CH:15]3[CH2:16][CH2:17]3)=[N:13][O:14][C:10]=2[CH:9]=1.